From a dataset of Catalyst prediction with 721,799 reactions and 888 catalyst types from USPTO. Predict which catalyst facilitates the given reaction. (1) Reactant: [CH3:1][O:2][C:3]1[CH:8]=[CH:7][C:6]([OH:9])=[CH:5][CH:4]=1.Br[C:11]1[S:12][CH:13]=[CH:14][N:15]=1.C([O-])([O-])=O.[K+].[K+].O. Product: [CH3:1][O:2][C:3]1[CH:8]=[CH:7][C:6]([O:9][C:11]2[S:12][CH:13]=[CH:14][N:15]=2)=[CH:5][CH:4]=1. The catalyst class is: 16. (2) Reactant: Cl[C:2]1[CH:11]=[CH:10][N:9]=[C:8]2[C:3]=1[CH:4]=[CH:5][C:6]([CH2:12][CH2:13][CH3:14])=[N:7]2.[NH2:15][C:16]1[CH:33]=[C:32]([Cl:34])[CH:31]=[CH:30][C:17]=1[O:18][C:19]1[CH:20]=[C:21]([CH:27]=[CH:28][CH:29]=1)[C:22]([N:24]([CH3:26])[CH3:25])=[O:23]. Product: [Cl:34][C:32]1[CH:31]=[CH:30][C:17]([O:18][C:19]2[CH:20]=[C:21]([CH:27]=[CH:28][CH:29]=2)[C:22]([N:24]([CH3:26])[CH3:25])=[O:23])=[C:16]([NH:15][C:2]2[C:3]3[C:8](=[N:7][C:6]([CH2:12][CH2:13][CH3:14])=[CH:5][CH:4]=3)[N:9]=[CH:10][CH:11]=2)[CH:33]=1. The catalyst class is: 8. (3) Reactant: C[O:2][C:3](=O)[C:4]1[CH:9]=[C:8]([C:10]#[N:11])[CH:7]=[CH:6][C:5]=1[CH2:12][N:13]([CH2:24][C:25]1[C:30]([NH:31][C:32]([O:34][C:35]([CH3:38])([CH3:37])[CH3:36])=[O:33])=[CH:29][CH:28]=[CH:27][N:26]=1)[CH:14]1[C:23]2[N:22]=[CH:21][CH:20]=[CH:19][C:18]=2[CH2:17][CH2:16][CH2:15]1.[H-].[H-].[H-].[H-].[Li+].[Al+3].C(C(C(C([O-])=O)O)O)([O-])=O.C(Cl)Cl. Product: [C:35]([O:34][C:32](=[O:33])[NH:31][C:30]1[C:25]([CH2:24][N:13]([CH2:12][C:5]2[CH:6]=[CH:7][C:8]([CH2:10][NH2:11])=[CH:9][C:4]=2[CH2:3][OH:2])[CH:14]2[C:23]3[N:22]=[CH:21][CH:20]=[CH:19][C:18]=3[CH2:17][CH2:16][CH2:15]2)=[N:26][CH:27]=[CH:28][CH:29]=1)([CH3:38])([CH3:36])[CH3:37]. The catalyst class is: 1. (4) Reactant: Br[C:2]1[S:3][CH:4]=[C:5]([Br:7])[N:6]=1.[NH:8]1[CH2:13][CH2:12][CH:11]([C:14]([O:16][CH2:17][CH3:18])=[O:15])[CH2:10][CH2:9]1. Product: [Br:7][C:5]1[N:6]=[C:2]([N:8]2[CH2:13][CH2:12][CH:11]([C:14]([O:16][CH2:17][CH3:18])=[O:15])[CH2:10][CH2:9]2)[S:3][CH:4]=1. The catalyst class is: 12. (5) Reactant: C([N:8]1[CH2:13][CH2:12][N:11](CC2C=CC=CC=2)[CH2:10][C@@H:9]1[CH2:21][CH:22]=[CH:23][O:24][CH3:25])C1C=CC=CC=1. Product: [CH3:25][O:24][CH2:23][CH2:22][CH2:21][C@H:9]1[CH2:10][NH:11][CH2:12][CH2:13][NH:8]1. The catalyst class is: 261. (6) Reactant: [I:1][C:2]1[CH:7]=[CH:6][C:5]([CH2:8][CH:9]([NH:11][C:12]2[CH:17]=[CH:16][CH:15]=[C:14]([O:18][CH:19]([CH3:21])[CH3:20])[CH:13]=2)[CH3:10])=[CH:4][CH:3]=1.[H-].[Na+].[CH3:24]I.O. Product: [I:1][C:2]1[CH:3]=[CH:4][C:5]([CH2:8][CH:9]([N:11]([CH3:24])[C:12]2[CH:17]=[CH:16][CH:15]=[C:14]([O:18][CH:19]([CH3:21])[CH3:20])[CH:13]=2)[CH3:10])=[CH:6][CH:7]=1. The catalyst class is: 3. (7) Reactant: [F:1][C:2]([F:13])([F:12])[C:3]1[CH:4]=[C:5]([CH:9]=[CH:10][CH:11]=1)[C:6](Cl)=[O:7].[CH3:14][NH:15][C:16]1[CH:17]=[N:18][CH:19]=[CH:20][C:21]=1[C:22]1[CH:27]=[CH:26][CH:25]=[CH:24][C:23]=1[CH3:28].CCN(C(C)C)C(C)C. Product: [CH3:14][N:15]([C:16]1[CH:17]=[N:18][CH:19]=[CH:20][C:21]=1[C:22]1[CH:27]=[CH:26][CH:25]=[CH:24][C:23]=1[CH3:28])[C:6](=[O:7])[C:5]1[CH:9]=[CH:10][CH:11]=[C:3]([C:2]([F:13])([F:12])[F:1])[CH:4]=1. The catalyst class is: 2. (8) Reactant: [CH3:1][N:2]([CH3:43])[C:3]([C@@H:5]1[CH2:9][C@@H:8]([OH:10])[CH2:7][N:6]1[C:11]1([C:35]2[C:36]([O:41]C)=[N:37][CH:38]=[CH:39][CH:40]=2)[C:19]2[C:14](=[CH:15][CH:16]=[C:17]([Cl:20])[CH:18]=2)[N:13]([S:21]([C:24]2[CH:29]=[CH:28][C:27]([O:30][CH3:31])=[CH:26][C:25]=2[O:32][CH3:33])(=[O:23])=[O:22])[C:12]1=[O:34])=[O:4].[I-].[Na+]. Product: [CH3:43][N:2]([CH3:1])[C:3]([C@@H:5]1[CH2:9][C@@H:8]([OH:10])[CH2:7][N:6]1[C:11]1([C:35]2[C:36](=[O:41])[NH:37][CH:38]=[CH:39][CH:40]=2)[C:19]2[C:14](=[CH:15][CH:16]=[C:17]([Cl:20])[CH:18]=2)[N:13]([S:21]([C:24]2[CH:29]=[CH:28][C:27]([O:30][CH3:31])=[CH:26][C:25]=2[O:32][CH3:33])(=[O:22])=[O:23])[C:12]1=[O:34])=[O:4]. The catalyst class is: 342. (9) Reactant: [C:1]([OH:5])(=[O:4])[CH:2]=[CH2:3].[CH3:6][CH2:7][CH3:8]. Product: [C:1]([OH:5])(=[O:4])[CH:2]=[CH2:3].[CH2:6]=[CH:7][CH3:8].[CH:1]([CH:2]=[CH2:3])=[O:4]. The catalyst class is: 15. (10) Reactant: [O:1]1[C:5]2[CH:6]=[CH:7][C:8]([C:10]3([C:13]([NH:15][C:16]4[CH:17]=[CH:18][C:19]([CH2:33][OH:34])=[C:20]([C:22]5[CH:27]=[CH:26][C:25]([C:28]([N:30]([CH3:32])[CH3:31])=[O:29])=[CH:24][CH:23]=5)[CH:21]=4)=[O:14])[CH2:12][CH2:11]3)=[CH:9][C:4]=2[O:3][CH2:2]1.[C:35]1(C)[CH:40]=CC(S(O)(=O)=O)=C[CH:36]=1. The catalyst class is: 32. Product: [O:1]1[C:5]2[CH:6]=[CH:7][C:8]([C:10]3([C:13]([NH:15][C:16]4[CH:17]=[CH:18][C:19]([CH2:33][O:34][CH:35]([CH3:40])[CH3:36])=[C:20]([C:22]5[CH:27]=[CH:26][C:25]([C:28]([N:30]([CH3:31])[CH3:32])=[O:29])=[CH:24][CH:23]=5)[CH:21]=4)=[O:14])[CH2:11][CH2:12]3)=[CH:9][C:4]=2[O:3][CH2:2]1.